From a dataset of Reaction yield outcomes from USPTO patents with 853,638 reactions. Predict the reaction yield, written as a fraction of the theoretical maximum amount of product (1.0 means a 100% yield; for example, 0.34 means a 34% yield). The reactants are [F:1][C:2]1[CH:3]=[C:4]([C@@H:12]([NH:14][S@:15]([C:17]([CH3:20])([CH3:19])[CH3:18])=[O:16])[CH3:13])[CH:5]=[C:6]([C:8]([F:11])([F:10])[F:9])[CH:7]=1.[Li+].[CH3:22][Si]([N-][Si](C)(C)C)(C)C.CI. The catalyst is C1COCC1. The product is [F:1][C:2]1[CH:3]=[C:4]([C@@H:12]([N:14]([CH3:22])[S@:15]([C:17]([CH3:19])([CH3:18])[CH3:20])=[O:16])[CH3:13])[CH:5]=[C:6]([C:8]([F:11])([F:10])[F:9])[CH:7]=1. The yield is 0.740.